This data is from Full USPTO retrosynthesis dataset with 1.9M reactions from patents (1976-2016). The task is: Predict the reactants needed to synthesize the given product. (1) Given the product [F:33][C:30]([F:31])([F:32])[C:28]1[CH:27]=[C:5]([CH:4]=[C:3]([C:2]([F:1])([F:34])[F:35])[CH:29]=1)[CH2:6][N:7]([CH:11]1[CH2:17][CH2:16][CH2:15][N:14]([C:18]2[O:19][C:37]([O:39][CH2:40][CH3:41])=[N:21][N:20]=2)[C:13]2[CH:22]=[C:23]([Cl:26])[CH:24]=[CH:25][C:12]1=2)[C:8](=[O:10])[CH3:9], predict the reactants needed to synthesize it. The reactants are: [F:1][C:2]([F:35])([F:34])[C:3]1[CH:4]=[C:5]([CH:27]=[C:28]([C:30]([F:33])([F:32])[F:31])[CH:29]=1)[CH2:6][N:7]([CH:11]1[CH2:17][CH2:16][CH2:15][N:14]([C:18]([NH:20][NH2:21])=[O:19])[C:13]2[CH:22]=[C:23]([Cl:26])[CH:24]=[CH:25][C:12]1=2)[C:8](=[O:10])[CH3:9].Cl[C:37]([O:39][CH2:40][CH3:41])=O. (2) Given the product [C:1]([O:5][C:6]([C@@:8]12[CH:15]=[CH:14][CH2:13][C@@H:12]1[CH2:11][N:10]([C@@H:17]([C:19]1[CH:20]=[CH:21][CH:22]=[CH:23][CH:24]=1)[CH3:18])[CH2:9]2)=[O:7])([CH3:2])([CH3:3])[CH3:4], predict the reactants needed to synthesize it. The reactants are: [C:1]([O:5][C:6]([C@@:8]12[CH:15]=[CH:14][CH2:13][C@@H:12]1[C:11](=S)[N:10]([C@@H:17]([C:19]1[CH:24]=[CH:23][CH:22]=[CH:21][CH:20]=1)[CH3:18])[CH2:9]2)=[O:7])([CH3:4])([CH3:3])[CH3:2]. (3) Given the product [CH:1]1([N:7]([CH2:19][C:20]2[CH:29]=[CH:28][C:23]([C:24]([O:26][CH3:27])=[O:25])=[CH:22][CH:21]=2)[S:8]([C:11]2[CH:12]=[CH:13][C:14]([F:17])=[CH:15][CH:16]=2)(=[O:9])=[O:10])[CH2:2][CH2:3][CH2:4][CH2:5][CH2:6]1, predict the reactants needed to synthesize it. The reactants are: [CH:1]1([NH:7][S:8]([C:11]2[CH:16]=[CH:15][C:14]([F:17])=[CH:13][CH:12]=2)(=[O:10])=[O:9])[CH2:6][CH2:5][CH2:4][CH2:3][CH2:2]1.Br[CH2:19][C:20]1[CH:29]=[CH:28][C:23]([C:24]([O:26][CH3:27])=[O:25])=[CH:22][CH:21]=1. (4) Given the product [C:9]([O:13][C:14](=[O:24])[NH:15][C:16]([C:22](=[NH:23])[NH:7][OH:8])([CH3:21])[CH2:17][CH:18]1[CH2:19][CH2:20]1)([CH3:10])([CH3:12])[CH3:11], predict the reactants needed to synthesize it. The reactants are: C(=O)(O)[O-].[Na+].Cl.[NH2:7][OH:8].[C:9]([O:13][C:14](=[O:24])[NH:15][C:16]([C:22]#[N:23])([CH3:21])[CH2:17][CH:18]1[CH2:20][CH2:19]1)([CH3:12])([CH3:11])[CH3:10]. (5) Given the product [CH3:29][O:28][C:20]1[CH:19]=[C:18]([NH:17][C:14]2[O:15][C:16]3[C:8]([C:5]4[CH:6]=[CH:7][C:2]([NH:1][C:37](=[O:39])[CH3:38])=[CH:3][CH:4]=4)=[CH:9][CH:10]=[CH:11][C:12]=3[N:13]=2)[CH:23]=[C:22]([O:24][CH3:25])[C:21]=1[O:26][CH3:27], predict the reactants needed to synthesize it. The reactants are: [NH2:1][C:2]1[CH:7]=[CH:6][C:5]([C:8]2[C:16]3[O:15][C:14]([NH:17][C:18]4[CH:23]=[C:22]([O:24][CH3:25])[C:21]([O:26][CH3:27])=[C:20]([O:28][CH3:29])[CH:19]=4)=[N:13][C:12]=3[CH:11]=[CH:10][CH:9]=2)=[CH:4][CH:3]=1.C(N(CC)CC)C.[C:37](Cl)(=[O:39])[CH3:38]. (6) Given the product [C:8]([C:5]1[CH:4]=[CH:3][C:2]([F:1])=[CH:7][N+:6]=1[O-:18])#[N:9], predict the reactants needed to synthesize it. The reactants are: [F:1][C:2]1[CH:3]=[CH:4][C:5]([C:8]#[N:9])=[N:6][CH:7]=1.C1C=C(Cl)C=C(C(OO)=[O:18])C=1.S([O-])([O-])=O.[Na+].[Na+]. (7) Given the product [S:1]1[C:5]2[CH:6]=[C:7]([NH:10][C:11]3[N:16]=[CH:15][C:14]([C:17]4[O:18][C:19]([CH:27]([CH3:29])[CH3:28])=[C:20]([CH2:22][OH:23])[N:21]=4)=[C:13]([NH:30][CH:31]([CH3:33])[CH3:32])[CH:12]=3)[CH:8]=[CH:9][C:4]=2[N:3]=[CH:2]1, predict the reactants needed to synthesize it. The reactants are: [S:1]1[C:5]2[CH:6]=[C:7]([NH:10][C:11]3[N:16]=[CH:15][C:14]([C:17]4[O:18][C:19]([CH:27]([CH3:29])[CH3:28])=[C:20]([C:22](OCC)=[O:23])[N:21]=4)=[C:13]([NH:30][CH:31]([CH3:33])[CH3:32])[CH:12]=3)[CH:8]=[CH:9][C:4]=2[N:3]=[CH:2]1.[H-].[H-].[H-].[H-].[Li+].[Al+3].